This data is from Catalyst prediction with 721,799 reactions and 888 catalyst types from USPTO. The task is: Predict which catalyst facilitates the given reaction. (1) The catalyst class is: 21. Reactant: [CH3:1][N:2]1[C:10]2[C:5](=[CH:6][C:7]([C:11]3[CH:16]=[CH:15][C:14]([OH:17])=[CH:13][CH:12]=3)=[CH:8][CH:9]=2)[C:4]([CH2:18][CH2:19][CH2:20][CH2:21][CH3:22])=[C:3]1[C:23]1[CH:28]=[CH:27][CH:26]=[CH:25][CH:24]=1.C([O-])([O-])=O.[K+].[K+].Br[CH2:36][C:37]#[N:38]. Product: [CH3:1][N:2]1[C:10]2[C:5](=[CH:6][C:7]([C:11]3[CH:16]=[CH:15][C:14]([O:17][CH2:36][C:37]#[N:38])=[CH:13][CH:12]=3)=[CH:8][CH:9]=2)[C:4]([CH2:18][CH2:19][CH2:20][CH2:21][CH3:22])=[C:3]1[C:23]1[CH:24]=[CH:25][CH:26]=[CH:27][CH:28]=1. (2) Reactant: [CH3:1][N:2]1[CH2:7][CH2:6][N:5]([CH2:8][C:9]2[CH:14]=[C:13]([C:15]([F:18])([F:17])[F:16])[CH:12]=[C:11]([N+:19]([O-])=O)[CH:10]=2)[CH2:4][CH2:3]1. Product: [CH3:1][N:2]1[CH2:7][CH2:6][N:5]([CH2:8][C:9]2[CH:10]=[C:11]([CH:12]=[C:13]([C:15]([F:18])([F:16])[F:17])[CH:14]=2)[NH2:19])[CH2:4][CH2:3]1. The catalyst class is: 19.